Dataset: Forward reaction prediction with 1.9M reactions from USPTO patents (1976-2016). Task: Predict the product of the given reaction. (1) Given the reactants [C:1]([Si:5]([CH3:28])([CH3:27])[O:6][C:7]1[CH:8]=[C:9]([CH:24]=[CH:25][CH:26]=1)[CH2:10][NH:11][C:12](=[O:23])[C:13]1[CH:21]=[CH:20][C:16]([C:17]([OH:19])=O)=[C:15]([Cl:22])[CH:14]=1)([CH3:4])([CH3:3])[CH3:2].CN(C(ON1N=NC2C=CC=CC1=2)=[N+](C)C)C.F[P-](F)(F)(F)(F)F.CCN(C(C)C)C(C)C.Cl.[CH3:63][O:64][C:65](=[O:87])[C@@H:66]([NH2:86])[CH2:67][C:68]1[CH:73]=[CH:72][C:71]([NH:74][C:75](=[O:85])[C:76]2[C:81]([Cl:82])=[CH:80][C:79]([OH:83])=[CH:78][C:77]=2[Cl:84])=[CH:70][CH:69]=1, predict the reaction product. The product is: [CH3:63][O:64][C:65](=[O:87])[C@@H:66]([NH:86][C:17](=[O:19])[C:16]1[CH:20]=[CH:21][C:13]([C:12](=[O:23])[NH:11][CH2:10][C:9]2[CH:24]=[CH:25][CH:26]=[C:7]([O:6][Si:5]([C:1]([CH3:4])([CH3:3])[CH3:2])([CH3:27])[CH3:28])[CH:8]=2)=[CH:14][C:15]=1[Cl:22])[CH2:67][C:68]1[CH:69]=[CH:70][C:71]([NH:74][C:75](=[O:85])[C:76]2[C:77]([Cl:84])=[CH:78][C:79]([OH:83])=[CH:80][C:81]=2[Cl:82])=[CH:72][CH:73]=1. (2) Given the reactants C(O[C:4]([C:6]1[C:7]2[S:15][CH:14]=[C:13]([CH2:16][O:17][C:18]3[CH:23]=[CH:22][CH:21]=[C:20]([O:24][CH2:25][C:26]4[CH:31]=[CH:30][CH:29]=[C:28]([C:32]([F:35])([F:34])[F:33])[CH:27]=4)[CH:19]=3)[C:8]=2[C:9]([NH2:12])=[N:10][CH:11]=1)=[O:5])C.[CH2:36]([CH2:38][NH2:39])[OH:37], predict the reaction product. The product is: [OH:37][CH2:36][CH2:38][NH:39][C:4]([C:6]1[C:7]2[S:15][CH:14]=[C:13]([CH2:16][O:17][C:18]3[CH:23]=[CH:22][CH:21]=[C:20]([O:24][CH2:25][C:26]4[CH:31]=[CH:30][CH:29]=[C:28]([C:32]([F:34])([F:35])[F:33])[CH:27]=4)[CH:19]=3)[C:8]=2[C:9]([NH2:12])=[N:10][CH:11]=1)=[O:5].